This data is from Full USPTO retrosynthesis dataset with 1.9M reactions from patents (1976-2016). The task is: Predict the reactants needed to synthesize the given product. (1) Given the product [Br:1][C:2]1[CH:3]=[C:4]([N:8]2[C:12]3=[N:13][CH:14]=[CH:15][CH:16]=[C:11]3[C:10]([C:17]([NH2:21])=[O:19])=[N:9]2)[CH:5]=[N:6][CH:7]=1, predict the reactants needed to synthesize it. The reactants are: [Br:1][C:2]1[CH:3]=[C:4]([N:8]2[C:12]3=[N:13][CH:14]=[CH:15][CH:16]=[C:11]3[C:10]([C:17]([OH:19])=O)=[N:9]2)[CH:5]=[N:6][CH:7]=1.[Cl-].[NH4+:21]. (2) Given the product [F:25][C:26]1[CH:33]=[CH:32][C:29]([CH2:30][NH:31][C:21]([C:16]2[N:15]=[C:14]3[C:9]([O:8][CH2:1][C:2]4[CH:7]=[CH:6][CH:5]=[CH:4][CH:3]=4)=[CH:10][CH:11]=[CH:12][N:13]3[C:18](=[O:19])[C:17]=2[OH:20])=[O:22])=[CH:28][CH:27]=1, predict the reactants needed to synthesize it. The reactants are: [CH2:1]([O:8][C:9]1[C:14]2=[N:15][C:16]([C:21](OC)=[O:22])=[C:17]([OH:20])[C:18](=[O:19])[N:13]2[CH:12]=[CH:11][CH:10]=1)[C:2]1[CH:7]=[CH:6][CH:5]=[CH:4][CH:3]=1.[F:25][C:26]1[CH:33]=[CH:32][C:29]([CH2:30][NH2:31])=[CH:28][CH:27]=1. (3) Given the product [C:14]([C:13]1[CH:12]=[CH:21][C:22](=[O:23])[N:17]([C:14]2[CH:15]=[CH:16][C:11]([CH3:20])=[CH:12][CH:13]=2)[C:18]=1[S-:19])#[N:17].[Na+:10], predict the reactants needed to synthesize it. The reactants are: C[Si]([N-][Si](C)(C)C)(C)C.[Na+:10].[C:11]1([CH3:20])[CH:16]=[CH:15][C:14]([N:17]=[C:18]=[S:19])=[CH:13][CH:12]=1.[CH3:21][CH2:22][OH:23]. (4) Given the product [OH:24][CH2:23][C:21]([NH:3][S:15]([C:11]1[CH:12]=[N:13][CH:14]=[C:9]([Br:8])[CH:10]=1)(=[O:17])=[O:16])([CH3:26])[CH3:20], predict the reactants needed to synthesize it. The reactants are: CC[N:3](CC)CC.[Br:8][C:9]1[CH:10]=[C:11]([S:15](Cl)(=[O:17])=[O:16])[CH:12]=[N:13][CH:14]=1.C(O)(=O)[CH2:20][C:21]([CH2:26]C(O)=O)([C:23](O)=[O:24])O. (5) The reactants are: [CH2:1]([O:3][C:4]([C:6]1[C:7](O)=[N:8][C:9]2[C:14]([CH:15]=1)=[CH:13][C:12]([F:16])=[CH:11][CH:10]=2)=[O:5])[CH3:2].O=P(Cl)(Cl)[Cl:20]. Given the product [CH2:1]([O:3][C:4]([C:6]1[CH:7]=[N:8][C:9]2[C:14]([C:15]=1[Cl:20])=[CH:13][C:12]([F:16])=[CH:11][CH:10]=2)=[O:5])[CH3:2], predict the reactants needed to synthesize it. (6) Given the product [CH3:32][O:31][C:3]1([O:2][CH3:1])[CH2:20][CH2:19][C:18]2[C@@H:17]3[C@H:8]([C@H:9]4[C@@:13]([CH2:15][CH2:16]3)([CH3:14])[C@@H:12]([O:21][Si:22]([C:25]([CH3:26])([CH3:27])[CH3:28])([CH3:24])[CH3:23])[CH2:11][CH2:10]4)[C@H:7]([C:29]#[C:30][CH3:34])[CH2:6][C:5]=2[CH2:4]1, predict the reactants needed to synthesize it. The reactants are: [CH3:1][O:2][C:3]1([O:31][CH3:32])[CH2:20][CH2:19][C:18]2[C@@H:17]3[C@H:8]([C@H:9]4[C@@:13]([CH2:15][CH2:16]3)([CH3:14])[C@@H:12]([O:21][Si:22]([C:25]([CH3:28])([CH3:27])[CH3:26])([CH3:24])[CH3:23])[CH2:11][CH2:10]4)[C@H:7]([C:29]#[CH:30])[CH2:6][C:5]=2[CH2:4]1.[Li][CH2:34]CCC.IC.O. (7) The reactants are: C[O:2][C:3](=O)[CH:4]([CH:6]1[CH2:8][CH2:7]1)[OH:5].O.[NH2:11][NH2:12]. Given the product [CH:6]1([CH:4]([OH:5])[C:3]([NH:11][NH2:12])=[O:2])[CH2:8][CH2:7]1, predict the reactants needed to synthesize it. (8) Given the product [CH2:29]([N:36]([CH:37]1[CH2:38][CH2:39][CH2:40]1)[C:20]([C:19]1[C:14]([C:9]2[CH:10]=[CH:11][CH:12]=[CH:13][C:8]=2[F:7])=[N:15][C:16]([N:23]2[CH2:24][CH2:25][O:26][CH2:27][CH2:28]2)=[N:17][CH:18]=1)=[O:21])[C:30]1[CH:35]=[CH:34][CH:33]=[CH:32][CH:31]=1, predict the reactants needed to synthesize it. The reactants are: C(Cl)(=O)C(Cl)=O.[F:7][C:8]1[CH:13]=[CH:12][CH:11]=[CH:10][C:9]=1[C:14]1[C:19]([C:20](O)=[O:21])=[CH:18][N:17]=[C:16]([N:23]2[CH2:28][CH2:27][O:26][CH2:25][CH2:24]2)[N:15]=1.[CH2:29]([NH:36][CH:37]1[CH2:40][CH2:39][CH2:38]1)[C:30]1[CH:35]=[CH:34][CH:33]=[CH:32][CH:31]=1.C(N(C(C)C)CC)(C)C.